Dataset: Reaction yield outcomes from USPTO patents with 853,638 reactions. Task: Predict the reaction yield, written as a fraction of the theoretical maximum amount of product (1.0 means a 100% yield; for example, 0.34 means a 34% yield). (1) The reactants are C(N(C(C)C)CC)(C)C.CN(C(ON1N=NC2C=CC=CC1=2)=[N+](C)C)C.F[P-](F)(F)(F)(F)F.[CH3:34][CH:35]([CH3:38])[CH2:36][OH:37].[CH3:39][N:40]([CH3:60])[CH:41]1[CH2:46][CH2:45][N:44]([C:47](=[O:59])[CH2:48][CH2:49][C:50]2[N:51]([CH2:55][C:56](O)=[O:57])[CH:52]=[CH:53][N:54]=2)[CH2:43][CH2:42]1. The catalyst is C(Cl)(Cl)Cl. The product is [CH3:60][N:40]([CH3:39])[CH:41]1[CH2:46][CH2:45][N:44]([C:47](=[O:59])[CH2:48][CH2:49][C:50]2[N:51]([CH2:55][C:56]([O:37][CH2:36][CH:35]([CH3:38])[CH3:34])=[O:57])[CH:52]=[CH:53][N:54]=2)[CH2:43][CH2:42]1. The yield is 0.860. (2) The reactants are [CH3:1][C:2]([C:4]1[CH:9]=[C:8]([OH:10])[CH:7]=[CH:6][C:5]=1[OH:11])=[O:3].[C:12]([O:16][C:17]([N:19]1[CH2:24][CH2:23][C:22](=O)[CH2:21][CH2:20]1)=[O:18])([CH3:15])([CH3:14])[CH3:13].N1CCCC1. The catalyst is CO. The product is [C:12]([O:16][C:17]([N:19]1[CH2:24][CH2:23][C:22]2([CH2:1][C:2](=[O:3])[C:4]3[CH:9]=[C:8]([OH:10])[CH:7]=[CH:6][C:5]=3[O:11]2)[CH2:21][CH2:20]1)=[O:18])([CH3:15])([CH3:13])[CH3:14]. The yield is 0.820.